Dataset: Full USPTO retrosynthesis dataset with 1.9M reactions from patents (1976-2016). Task: Predict the reactants needed to synthesize the given product. (1) Given the product [Cl:2][C:3]1[CH:8]=[CH:7][N:6]=[C:5]([CH2:9][NH:10][C:21](=[O:22])[O:20][C:17]([CH3:19])([CH3:18])[CH3:16])[N:4]=1, predict the reactants needed to synthesize it. The reactants are: Cl.[Cl:2][C:3]1[CH:8]=[CH:7][N:6]=[C:5]([CH2:9][NH2:10])[N:4]=1.C(=O)(O)[O-].[Na+].[CH3:16][C:17]([O:20][C:21](O[C:21]([O:20][C:17]([CH3:19])([CH3:18])[CH3:16])=[O:22])=[O:22])([CH3:19])[CH3:18]. (2) Given the product [C:2]1([CH:8]=[CH:9][C:10]2[CH:15]=[CH:14][CH:13]=[CH:12][CH:11]=2)[CH:7]=[CH:6][CH:5]=[CH:4][CH:3]=1, predict the reactants needed to synthesize it. The reactants are: I[C:2]1[CH:7]=[CH:6][CH:5]=[CH:4][CH:3]=1.[CH2:8]=[CH:9][C:10]1[CH:15]=[CH:14][CH:13]=[CH:12][CH:11]=1.C(N(CC)CC)C. (3) Given the product [F:1][C:2]1[C:3]([N:17]=[CH:18][N:19]2[CH2:21][CH2:24][CH2:23][CH2:20]2)=[N:4][C:5]([O:8][CH2:9][C:10]2[CH:11]=[CH:12][C:13]([F:16])=[CH:14][CH:15]=2)=[N:6][CH:7]=1, predict the reactants needed to synthesize it. The reactants are: [F:1][C:2]1[C:3]([N:17]=[CH:18][N:19]([CH3:21])[CH3:20])=[N:4][C:5]([O:8][CH2:9][C:10]2[CH:15]=[CH:14][C:13]([F:16])=[CH:12][CH:11]=2)=[N:6][CH:7]=1.N1CC[CH2:24][CH2:23]1.C12(CS(O)(=O)=O)C(C)(C)C(CC1)CC2=O. (4) Given the product [C:31]([C:30]1[CH:29]=[C:28]([NH:27][CH:39]([C:18]2[CH:19]=[CH:20][C:15]([CH2:14][CH2:13][O:12][C:10](=[O:11])[NH:9][C:5]3[CH:6]=[CH:7][CH:8]=[C:3]([C:1]#[N:2])[CH:4]=3)=[C:16]([O:24][CH2:25][CH3:26])[CH:17]=2)[C:38]([OH:42])=[O:41])[CH:36]=[CH:35][CH:34]=1)(=[O:32])[NH2:33], predict the reactants needed to synthesize it. The reactants are: [C:1]([C:3]1[CH:4]=[C:5]([NH:9][C:10]([O:12][CH2:13][CH2:14][C:15]2[CH:20]=[CH:19][C:18](B(O)O)=[CH:17][C:16]=2[O:24][CH2:25][CH3:26])=[O:11])[CH:6]=[CH:7][CH:8]=1)#[N:2].[NH2:27][C:28]1[CH:29]=[C:30]([CH:34]=[CH:35][CH:36]=1)[C:31]([NH2:33])=[O:32].O.[C:38]([OH:42])(=[O:41])[CH:39]=O. (5) The reactants are: [CH3:1][C@H:2]([CH2:23][CH:24]=[CH2:25])[C:3]([O:5][CH2:6][C@H:7]([NH:14][C:15](=[O:22])[C:16]([F:21])([F:20])[CH2:17]C=C)[C:8]1[CH:13]=[CH:12][CH:11]=[CH:10][CH:9]=1)=[O:4]. Given the product [F:21][C:16]1([F:20])[CH2:17][CH:25]=[CH:24][CH2:23][C@@H:2]([CH3:1])[C:3](=[O:4])[O:5][CH2:6][C@@H:7]([C:8]2[CH:9]=[CH:10][CH:11]=[CH:12][CH:13]=2)[NH:14][C:15]1=[O:22], predict the reactants needed to synthesize it. (6) Given the product [CH3:1][C:2]1[CH:7]=[C:6]([CH3:8])[NH:5][C:4](=[O:9])[C:3]=1[CH2:10][NH:11][C:12]([C:14]1[C:15]2[CH:36]=[N:35][N:34]([CH:37]([CH3:39])[CH3:38])[C:16]=2[N:17]=[C:18]([CH:20]2[CH2:25][CH2:24][N:23]([C:26](=[O:33])[CH2:27][CH2:28][CH2:29][N:30]([CH3:31])[CH3:32])[CH2:22][CH2:21]2)[CH:19]=1)=[O:13], predict the reactants needed to synthesize it. The reactants are: [CH3:1][C:2]1[CH:7]=[C:6]([CH3:8])[NH:5][C:4](=[O:9])[C:3]=1[CH2:10][NH:11][C:12]([C:14]1[C:15]2[CH:36]=[N:35][N:34]([CH:37]([CH3:39])[CH3:38])[C:16]=2[N:17]=[C:18]([C:20]2[CH2:21][CH2:22][N:23]([C:26](=[O:33])[CH2:27][CH2:28][CH2:29][N:30]([CH3:32])[CH3:31])[CH2:24][CH:25]=2)[CH:19]=1)=[O:13]. (7) Given the product [CH2:29]([S:31]([NH:1][C:2]1[CH:3]=[C:4](/[C:8](/[C:12]2[N:13]=[CH:14][N:15]([S:17]([N:20]([CH3:22])[CH3:21])(=[O:18])=[O:19])[CH:16]=2)=[CH:9]/[O:10][CH3:11])[CH:5]=[CH:6][CH:7]=1)(=[O:33])=[O:32])[CH3:30], predict the reactants needed to synthesize it. The reactants are: [NH2:1][C:2]1[CH:3]=[C:4](/[C:8](/[C:12]2[N:13]=[CH:14][N:15]([S:17]([N:20]([CH3:22])[CH3:21])(=[O:19])=[O:18])[CH:16]=2)=[CH:9]/[O:10][CH3:11])[CH:5]=[CH:6][CH:7]=1.N1C=CC=CC=1.[CH2:29]([S:31](Cl)(=[O:33])=[O:32])[CH3:30].Cl. (8) Given the product [OH:5][C:6]1[CH:13]=[C:12]([C:14]([F:15])([F:16])[F:17])[CH:11]=[CH:10][C:7]=1[CH:8]=[O:9], predict the reactants needed to synthesize it. The reactants are: C(OC[O:5][C:6]1[CH:13]=[C:12]([C:14]([F:17])([F:16])[F:15])[CH:11]=[CH:10][C:7]=1[CH:8]=[O:9])C.CC(C)=O.Cl. (9) Given the product [CH:7]1([CH2:10][NH:11][C:4]([CH:1]2[CH2:3][CH2:2]2)=[O:6])[CH2:9][CH2:8]1, predict the reactants needed to synthesize it. The reactants are: [CH:1]1([C:4]([OH:6])=O)[CH2:3][CH2:2]1.[CH:7]1([CH2:10][NH2:11])[CH2:9][CH2:8]1.Cl.CN(C)CCCN=C=NCC.ON1C2C=CC=CC=2N=N1. (10) Given the product [CH2:17]([O:16][C:14]([C:10]1[CH:11]=[C:12]([CH3:13])[N:8]([C:4]2[CH:3]=[C:2]([C:23]3[CH:24]=[CH:25][CH:26]=[CH:27][C:22]=3[O:21][C:20]([F:19])([F:32])[F:31])[CH:7]=[CH:6][CH:5]=2)[N:9]=1)=[O:15])[CH3:18], predict the reactants needed to synthesize it. The reactants are: Br[C:2]1[CH:3]=[C:4]([N:8]2[C:12]([CH3:13])=[CH:11][C:10]([C:14]([O:16][CH2:17][CH3:18])=[O:15])=[N:9]2)[CH:5]=[CH:6][CH:7]=1.[F:19][C:20]([F:32])([F:31])[O:21][C:22]1[CH:27]=[CH:26][CH:25]=[CH:24][C:23]=1B(O)O.